From a dataset of Forward reaction prediction with 1.9M reactions from USPTO patents (1976-2016). Predict the product of the given reaction. (1) Given the reactants [CH2:1]([N:8]1[CH2:12][CH:11]([C:13]2[CH:18]=[CH:17][C:16]([F:19])=[CH:15][CH:14]=2)[CH:10]([NH2:20])[CH2:9]1)[C:2]1[CH:7]=[CH:6][CH:5]=[CH:4][CH:3]=1.[CH:21](=O)[CH3:22].C(O[BH-](OC(=O)C)OC(=O)C)(=O)C.[Na+].C([O-])([O-])=O.[Na+].[Na+], predict the reaction product. The product is: [CH2:1]([N:8]1[CH2:12][C@@H:11]([C:13]2[CH:14]=[CH:15][C:16]([F:19])=[CH:17][CH:18]=2)[C@H:10]([NH:20][CH2:21][CH3:22])[CH2:9]1)[C:2]1[CH:3]=[CH:4][CH:5]=[CH:6][CH:7]=1. (2) Given the reactants Br[C:2]1[CH:9]=[CH:8][C:5]([C:6]#[N:7])=[CH:4][CH:3]=1.[O:10]=[C:11]1[CH2:20][CH2:19][C:18]2[C:13](=[CH:14][CH:15]=[C:16](B(O)O)[CH:17]=2)[NH:12]1.C(=O)([O-])[O-].[Na+].[Na+], predict the reaction product. The product is: [O:10]=[C:11]1[CH2:20][CH2:19][C:18]2[C:13](=[CH:14][CH:15]=[C:16]([C:2]3[CH:9]=[CH:8][C:5]([C:6]#[N:7])=[CH:4][CH:3]=3)[CH:17]=2)[NH:12]1. (3) Given the reactants [C:1]1([C:7]2[CH:16]=[C:15](Cl)[C:14]3[C:9](=[CH:10][C:11]([O:18][CH3:19])=[CH:12][CH:13]=3)[N:8]=2)[CH:6]=[CH:5][CH:4]=[CH:3][CH:2]=1.C(CC(OCC)=O)(=[O:27])C1C=CC=CC=1.COC1C=CC=C(N)C=1, predict the reaction product. The product is: [C:1]1([C:7]2[CH:16]=[C:15]([OH:27])[C:14]3[C:9](=[CH:10][C:11]([O:18][CH3:19])=[CH:12][CH:13]=3)[N:8]=2)[CH:6]=[CH:5][CH:4]=[CH:3][CH:2]=1.